From a dataset of Full USPTO retrosynthesis dataset with 1.9M reactions from patents (1976-2016). Predict the reactants needed to synthesize the given product. Given the product [O:14]=[C:11]1[NH:10][C:8]2[N:9]=[C:4]([CH:3]=[O:2])[N:5]=[CH:6][C:7]=2[CH2:13][CH2:12]1, predict the reactants needed to synthesize it. The reactants are: C[O:2][CH:3](OC)[C:4]1[N:5]=[CH:6][C:7]2[CH2:13][CH2:12][C:11](=[O:14])[NH:10][C:8]=2[N:9]=1.CC1C=CC(S(O)(=O)=O)=CC=1.O.